This data is from Full USPTO retrosynthesis dataset with 1.9M reactions from patents (1976-2016). The task is: Predict the reactants needed to synthesize the given product. (1) Given the product [C:23]([O:6][C:5](=[O:7])[C:4]1[CH:8]=[CH:9][CH:10]=[C:2]([I:1])[CH:3]=1)([CH3:26])([CH3:25])[CH3:24], predict the reactants needed to synthesize it. The reactants are: [I:1][C:2]1[CH:3]=[C:4]([CH:8]=[CH:9][CH:10]=1)[C:5]([OH:7])=[O:6].C(N1C=CN=C1)(N1C=CN=C1)=O.[C:23](O)([CH3:26])([CH3:25])[CH3:24].N12CCCN=C1CCCCC2. (2) Given the product [C:12]([C:11]1[C:3]([C:2]([F:14])([F:1])[F:15])=[C:4]2[C:8](=[CH:9][CH:10]=1)[N:7]([CH2:17][C:18]([O:20][C:21]([CH3:24])([CH3:23])[CH3:22])=[O:19])[CH:6]=[CH:5]2)#[N:13], predict the reactants needed to synthesize it. The reactants are: [F:1][C:2]([F:15])([F:14])[C:3]1[C:11]([C:12]#[N:13])=[CH:10][CH:9]=[C:8]2[C:4]=1[CH:5]=[CH:6][NH:7]2.Br[CH2:17][C:18]([O:20][C:21]([CH3:24])([CH3:23])[CH3:22])=[O:19]. (3) Given the product [F:30][C:4]1[CH:3]=[C:2]([NH:1][C:57]([NH:56][C:54](=[O:55])[CH2:53][C:50]2[CH:51]=[CH:52][C:47]([F:46])=[CH:48][CH:49]=2)=[S:58])[CH:29]=[CH:28][C:5]=1[O:6][C:7]1[N:12]=[CH:11][N:10]=[C:9]([NH:13][C:14]([N:16]2[CH2:21][CH2:20][N:19]([CH2:22][CH2:23][N:24]3[CH2:27][CH2:26][CH2:25]3)[CH2:18][CH2:17]2)=[O:15])[CH:8]=1, predict the reactants needed to synthesize it. The reactants are: [NH2:1][C:2]1[CH:29]=[CH:28][C:5]([O:6][C:7]2[N:12]=[CH:11][N:10]=[C:9]([NH:13][C:14]([N:16]3[CH2:21][CH2:20][N:19]([CH2:22][CH2:23][N:24]4[CH2:27][CH2:26][CH2:25]4)[CH2:18][CH2:17]3)=[O:15])[CH:8]=2)=[C:4]([F:30])[CH:3]=1.[C@]12(CS(O)(=O)=O)C(C)(C)C(CC1)CC2=O.[F:46][C:47]1[CH:52]=[CH:51][C:50]([CH2:53][C:54]([N:56]=[C:57]=[S:58])=[O:55])=[CH:49][CH:48]=1.